Dataset: Forward reaction prediction with 1.9M reactions from USPTO patents (1976-2016). Task: Predict the product of the given reaction. (1) Given the reactants Cl.[Br-].[Cl:3][C:4]1[CH:5]=[C:6]([NH:11][C:12]2[C:17]3=[C:18]([CH2:21][N+](CC)(CC)CC)[CH:19]=[CH:20][N:16]3[N:15]=[CH:14][N:13]=2)[CH:7]=[CH:8][C:9]=1[F:10].Cl.[Cl:30][CH2:31][CH2:32][NH:33][CH2:34][CH2:35][Cl:36].CCN(C(C)C)C(C)C, predict the reaction product. The product is: [Cl:30][CH2:31][CH2:32][N:33]([CH2:21][C:18]1[CH:19]=[CH:20][N:16]2[C:17]=1[C:12]([NH:11][C:6]1[CH:7]=[CH:8][C:9]([F:10])=[C:4]([Cl:3])[CH:5]=1)=[N:13][CH:14]=[N:15]2)[CH2:34][CH2:35][Cl:36]. (2) Given the reactants [Br:1][C:2]1[C:3](Cl)=[N:4][C:5]([Cl:8])=[N:6][CH:7]=1.[NH2:10][C:11]([CH3:22])([CH3:21])[CH2:12][NH:13][C:14](=[O:20])[O:15][C:16]([CH3:19])([CH3:18])[CH3:17].BrC1C(NC(C(C)C)CNC(=O)OC(C)(C)C)=NC(Cl)=NC=1, predict the reaction product. The product is: [Br:1][C:2]1[C:3]([NH:10][C:11]([CH3:22])([CH3:21])[CH2:12][NH:13][C:14](=[O:20])[O:15][C:16]([CH3:18])([CH3:17])[CH3:19])=[N:4][C:5]([Cl:8])=[N:6][CH:7]=1. (3) Given the reactants C1CCN2C(=NCCC2)CC1.[NH2:12][C:13]1[N:18]=[C:17]([CH3:19])[C:16](/[CH:20]=[CH:21]/[C:22](OCC)=[O:23])=[C:15]([NH:27][C@@H:28]2[CH2:32][CH2:31][O:30][CH2:29]2)[N:14]=1, predict the reaction product. The product is: [NH2:12][C:13]1[N:18]=[C:17]([CH3:19])[C:16]2[CH:20]=[CH:21][C:22](=[O:23])[N:27]([C@@H:28]3[CH2:32][CH2:31][O:30][CH2:29]3)[C:15]=2[N:14]=1.